This data is from Full USPTO retrosynthesis dataset with 1.9M reactions from patents (1976-2016). The task is: Predict the reactants needed to synthesize the given product. (1) Given the product [Br:1][C:2]1[CH:9]=[C:8]([C:10]([F:11])([F:12])[F:13])[CH:7]=[CH:6][C:3]=1[CH:4]1[CH2:14][CH:21]([OH:25])[CH2:22][CH2:23][O:5]1, predict the reactants needed to synthesize it. The reactants are: [Br:1][C:2]1[CH:9]=[C:8]([C:10]([F:13])([F:12])[F:11])[CH:7]=[CH:6][C:3]=1[CH:4]=[O:5].[C:14](O)(C(F)(F)F)=O.[CH2:21]([OH:25])[CH2:22][CH:23]=C.[OH-].[Na+].[Li+].[OH-]. (2) Given the product [CH3:10][O:9][CH:8]([O:11][CH3:12])[C:6]1[CH:5]=[CH:4][N:3]=[C:2]([C:19]2[CH:18]=[CH:17][CH:16]=[C:15]([O:14][CH3:13])[CH:20]=2)[N:7]=1, predict the reactants needed to synthesize it. The reactants are: Cl[C:2]1[N:7]=[C:6]([CH:8]([O:11][CH3:12])[O:9][CH3:10])[CH:5]=[CH:4][N:3]=1.[CH3:13][O:14][C:15]1[CH:16]=[C:17](B(O)O)[CH:18]=[CH:19][CH:20]=1.C(=O)([O-])[O-].[Cs+].[Cs+]. (3) Given the product [Br:1][C:2]1[CH:3]=[C:4]([C:15]([OH:17])=[O:16])[C:5]2[C:6]([CH3:14])=[N:7][N:8]([CH:11]([CH3:12])[CH3:13])[C:9]=2[CH:10]=1, predict the reactants needed to synthesize it. The reactants are: [Br:1][C:2]1[CH:3]=[C:4]([C:15]([O:17]C)=[O:16])[C:5]2[C:6]([CH3:14])=[N:7][N:8]([CH:11]([CH3:13])[CH3:12])[C:9]=2[CH:10]=1.[OH-].[Na+]. (4) The reactants are: [CH2:1]([O:8][C:9]([N:11]1[CH2:14][CH:13]([C:15]([OH:17])=O)[CH2:12]1)=[O:10])[C:2]1[CH:7]=[CH:6][CH:5]=[CH:4][CH:3]=1.C(Cl)(=O)C([Cl:21])=O. Given the product [Cl:21][C:15]([CH:13]1[CH2:14][N:11]([C:9]([O:8][CH2:1][C:2]2[CH:7]=[CH:6][CH:5]=[CH:4][CH:3]=2)=[O:10])[CH2:12]1)=[O:17], predict the reactants needed to synthesize it. (5) Given the product [Br:1][C:2]1[CH:3]=[CH:4][C:5]([F:10])=[C:6]([CH:7]2[O:25][CH2:24][CH2:23][O:8]2)[CH:9]=1, predict the reactants needed to synthesize it. The reactants are: [Br:1][C:2]1[CH:3]=[CH:4][C:5]([F:10])=[C:6]([CH:9]=1)[CH:7]=[O:8].O.CC1C=CC(S(O)(=O)=O)=CC=1.[CH2:23](O)[CH2:24][OH:25].C1(C)C=CC=CC=1.